From a dataset of Experimentally validated miRNA-target interactions with 360,000+ pairs, plus equal number of negative samples. Binary Classification. Given a miRNA mature sequence and a target amino acid sequence, predict their likelihood of interaction. (1) The miRNA is hsa-miR-6501-3p with sequence CCAGAGCAGCCUGCGGUAACAGU. The protein sequence of the target gene is MLQIQVEEKEEDTEESSSEEEEDKLPRRESLRPKRKRTRDVINEDDPEPEPEDEETRKAREKERRRRLRRGAEEEEEIDEEELERLKALLDENRQMIATVKCKPWKMEKKIEVLKEAKKFVSENEGALGKGKGKKWFAFKMMMAKKWAKFLRDFENFKAACVPWENKIKAIESQFGSSVASYFLFLRWMYGVNMVLFVLTFSLIMLPEYLWGLPYGSLPRKTVPRAEEASAANFGVLYDFNGLAQYSVLFYGYYDNKRTIGWLNFRLPLSYFLVGIMCIGYSFLVVLKAMTKNIGDDGGG.... Result: 0 (no interaction). (2) The miRNA is bta-miR-21-5p with sequence UAGCUUAUCAGACUGAUGUUGACU. The protein sequence of the target gene is MPHRKKKPFIEKKKAVSFHLVHRSQRDPLAADETAPQRVLLPTQKIKDEERRAEQRKYGVFFDDDYDYLQHLKEPSGPSELIPTSPFGAPYRGDGREEPLATSTSGIKLPSSVFASEFEEDVGLLNKAAPVSGPRLDFDPDIVAALDDDFDFDNPDNLLEDDFILQANKPTEEEEGMEIQKSEAEDDSEWEDVDDEKEGGSDDDRYDRAGSSDEDMSAPGKPLGAIENHFFWEEETKSRFTEYSLTSSVMRRNEQLTLHDERFEKFYEQYDDDEIGALDNAELEGSIQVDSNRLEEVLND.... Result: 1 (interaction). (3) The miRNA is hsa-miR-4722-5p with sequence GGCAGGAGGGCUGUGCCAGGUUG. The protein sequence of the target gene is MLEVHIPSVGPEAEGPRQSPEKSHMVFRVEVLCSGRRHTVPRRYSEFHALHKRIKKLYKVPDFPSKRLPNWRTRGLEQRRQGLEAYIQGILYLNQEVPKELLEFLRLRHFPTDPKASNWGTLREFLPGDSSSQQHQRPVLSFHVDPYVCNPSPESLPNVVVNGVLQGLYSFSISPDKAQPKAACHPAPLPPMP. Result: 1 (interaction).